From a dataset of Full USPTO retrosynthesis dataset with 1.9M reactions from patents (1976-2016). Predict the reactants needed to synthesize the given product. (1) Given the product [F:6][C:7]1[CH:12]=[C:11]([F:13])[CH:10]=[CH:9][C:8]=1[C:14]1[CH:19]=[CH:18][C:5]2[O:4][C:2](=[O:3])[N:23]([C:24]3[CH:29]=[CH:28][C:27]([C:30]([F:31])([F:32])[F:33])=[CH:26][CH:25]=3)[C:21](=[O:22])[C:16]=2[CH:15]=1, predict the reactants needed to synthesize it. The reactants are: Cl[C:2]([O:4][CH3:5])=[O:3].[F:6][C:7]1[CH:12]=[C:11]([F:13])[CH:10]=[CH:9][C:8]=1[C:14]1[CH:19]=[CH:18]C(O)=[C:16]([C:21]([NH:23][C:24]2[CH:29]=[CH:28][C:27]([C:30]([F:33])([F:32])[F:31])=[CH:26][CH:25]=2)=[O:22])[CH:15]=1.Cl. (2) Given the product [CH3:21][N:19]([CH3:20])[C:13]1[C:12]2[NH:8][C:9]([N:22]3[CH2:23][CH2:24][N:25]([C:28]([O:30][C:31]([CH3:32])([CH3:33])[CH3:34])=[O:29])[CH2:26][CH2:27]3)=[N:10][C:11]=2[C:16](=[O:17])[N:15]([CH3:18])[N:14]=1, predict the reactants needed to synthesize it. The reactants are: C([N:8]1[C:12]2[C:13]([N:19]([CH3:21])[CH3:20])=[N:14][N:15]([CH3:18])[C:16](=[O:17])[C:11]=2[N:10]=[C:9]1[N:22]1[CH2:27][CH2:26][N:25]([C:28]([O:30][C:31]([CH3:34])([CH3:33])[CH3:32])=[O:29])[CH2:24][CH2:23]1)C1C=CC=CC=1.N.[Li].[Cl-].[NH4+].